Dataset: Forward reaction prediction with 1.9M reactions from USPTO patents (1976-2016). Task: Predict the product of the given reaction. (1) Given the reactants [NH2:1][C@@H:2]([CH2:6][CH:7]1[CH2:11][CH2:10][CH2:9][CH2:8]1)[C:3]([OH:5])=[O:4].Cl.[CH3:13]O, predict the reaction product. The product is: [CH3:13][O:4][C:3](=[O:5])[C@@H:2]([NH2:1])[CH2:6][CH:7]1[CH2:11][CH2:10][CH2:9][CH2:8]1. (2) Given the reactants [C:1]1(=[CH:4][C:5]2[C:13]3[C:8](=[CH:9][CH:10]=[CH:11][CH:12]=3)[N:7]([CH2:14][C:15]3[CH:20]=[CH:19][CH:18]=[C:17]([C:21]([F:24])([F:23])[F:22])[CH:16]=3)[C:6]=2[C:25]([O:27][CH2:28][CH3:29])=[O:26])[CH2:3][CH2:2]1.[H][H], predict the reaction product. The product is: [CH:1]1([CH2:4][C:5]2[C:13]3[C:8](=[CH:9][CH:10]=[CH:11][CH:12]=3)[N:7]([CH2:14][C:15]3[CH:20]=[CH:19][CH:18]=[C:17]([C:21]([F:23])([F:24])[F:22])[CH:16]=3)[C:6]=2[C:25]([O:27][CH2:28][CH3:29])=[O:26])[CH2:3][CH2:2]1. (3) The product is: [F:6][C:7]1[CH:8]=[C:9]2[C:14](=[CH:15][C:16]=1[F:17])[N:13]=[C:12](/[CH:18]=[CH:19]/[C:20]1[CH:39]=[CH:38][C:23]3[O:24][CH2:25][C:26]4[CH:37]=[CH:36][CH:35]=[CH:34][C:27]=4[CH:28]([O:29][CH2:30][C:31]([O-:33])=[O:32])[C:22]=3[CH:21]=1)[CH:11]=[CH:10]2.[Na+:41]. Given the reactants O1CCCC1.[F:6][C:7]1[CH:8]=[C:9]2[C:14](=[CH:15][C:16]=1[F:17])[N:13]=[C:12](/[CH:18]=[CH:19]/[C:20]1[CH:39]=[CH:38][C:23]3[O:24][CH2:25][C:26]4[CH:37]=[CH:36][CH:35]=[CH:34][C:27]=4[CH:28]([O:29][CH2:30][C:31]([OH:33])=[O:32])[C:22]=3[CH:21]=1)[CH:11]=[CH:10]2.[OH-].[Na+:41], predict the reaction product. (4) Given the reactants C(OC([NH:8][CH:9]1[CH2:14][CH2:13][N:12]([C:15]([O:17][CH2:18][C:19]2[CH:24]=[C:23]([C:25]#[N:26])[CH:22]=[C:21]([Cl:27])[CH:20]=2)=[O:16])[CH2:11][CH2:10]1)=O)(C)(C)C.Cl, predict the reaction product. The product is: [NH2:8][CH:9]1[CH2:14][CH2:13][N:12]([C:15]([O:17][CH2:18][C:19]2[CH:24]=[C:23]([C:25]#[N:26])[CH:22]=[C:21]([Cl:27])[CH:20]=2)=[O:16])[CH2:11][CH2:10]1. (5) Given the reactants CC(C)[N:3]=[C:4]=[N:5]C(C)C.CCN=C=NCCCN(C)C.[CH:21]1[CH:22]=[CH:23][C:24]2[N:29]([OH:30])[N:28]=[N:27][C:25]=2[CH:26]=1, predict the reaction product. The product is: [NH:3]=[C:4]=[NH:5].[CH:21]1[CH:22]=[CH:23][C:24]2[N:29]([OH:30])[N:28]=[N:27][C:25]=2[CH:26]=1.